This data is from Forward reaction prediction with 1.9M reactions from USPTO patents (1976-2016). The task is: Predict the product of the given reaction. (1) Given the reactants [CH2:1]([O:8][C:9]1[CH:10]=[CH:11][C:12]([O:15][CH:16]2[CH2:21][O:20]C(C3C=CC=CC=3)[O:18][CH2:17]2)=[N:13][CH:14]=1)[C:2]1[CH:7]=[CH:6][CH:5]=[CH:4][CH:3]=1.Cl, predict the reaction product. The product is: [CH2:1]([O:8][C:9]1[CH:10]=[CH:11][C:12]([O:15][CH:16]([CH2:17][OH:18])[CH2:21][OH:20])=[N:13][CH:14]=1)[C:2]1[CH:3]=[CH:4][CH:5]=[CH:6][CH:7]=1. (2) Given the reactants [Cl:1][C:2]1[CH:3]=[C:4]([F:9])[C:5]([NH2:8])=[N:6][CH:7]=1.[OH:10]O, predict the reaction product. The product is: [NH2:8][C:5]1[C:4]([F:9])=[CH:3][C:2]([Cl:1])=[CH:7][N+:6]=1[O-:10]. (3) Given the reactants [F:1][C:2]1[CH:9]=[C:8]([CH3:10])[CH:7]=[CH:6][C:3]=1[CH:4]=[O:5].[C:11]1([Mg]Br)[CH:16]=[CH:15][CH:14]=[CH:13][CH:12]=1, predict the reaction product. The product is: [F:1][C:2]1[CH:9]=[C:8]([CH3:10])[CH:7]=[CH:6][C:3]=1[CH:4]([C:11]1[CH:16]=[CH:15][CH:14]=[CH:13][CH:12]=1)[OH:5]. (4) Given the reactants I[C:2]1[CH:15]=[CH:14][C:5]([NH:6][C:7](=[O:13])[O:8][C:9]([CH3:12])([CH3:11])[CH3:10])=[C:4]([CH3:16])[CH:3]=1.C([Li])CCC.[Cl:22][C:23]1[CH:28]=[CH:27][C:26]([CH:29]=[CH:30][C:31](=[O:36])[C:32]([F:35])([F:34])[F:33])=[CH:25][CH:24]=1.[Cl-].[NH4+], predict the reaction product. The product is: [Cl:22][C:23]1[CH:28]=[CH:27][C:26]([CH:29]=[CH:30][C:31]([C:2]2[CH:15]=[CH:14][C:5]([NH:6][C:7](=[O:13])[O:8][C:9]([CH3:12])([CH3:11])[CH3:10])=[C:4]([CH3:16])[CH:3]=2)([OH:36])[C:32]([F:34])([F:35])[F:33])=[CH:25][CH:24]=1. (5) Given the reactants Cl[C:2]1[N:7]=[CH:6][N:5]=[C:4]2[N:8]([C:11]3[CH:16]=[CH:15][C:14]([O:17][CH3:18])=[CH:13][CH:12]=3)[N:9]=[CH:10][C:3]=12.[NH2:19][C:20]1[CH:21]=[C:22]([CH:36]=[CH:37][C:38]=1[CH3:39])[C:23]([NH:25][C:26]1[CH:31]=[CH:30][CH:29]=[C:28]([C:32]([F:35])([F:34])[F:33])[CH:27]=1)=[O:24], predict the reaction product. The product is: [CH3:18][O:17][C:14]1[CH:15]=[CH:16][C:11]([N:8]2[C:4]3=[N:5][CH:6]=[N:7][C:2]([NH:19][C:20]4[CH:21]=[C:22]([CH:36]=[CH:37][C:38]=4[CH3:39])[C:23]([NH:25][C:26]4[CH:31]=[CH:30][CH:29]=[C:28]([C:32]([F:33])([F:34])[F:35])[CH:27]=4)=[O:24])=[C:3]3[CH:10]=[N:9]2)=[CH:12][CH:13]=1. (6) Given the reactants Cl[C:2]1[N:11]=[C:10]([N:12]([C:14]2[CH:19]=[CH:18][C:17]([O:20][CH3:21])=[CH:16][CH:15]=2)[CH3:13])[C:9]2[C:4](=[CH:5][CH:6]=[C:7]([CH3:22])[CH:8]=2)[N:3]=1.Cl.[CH3:24][NH2:25].C([O-])([O-])=O.[Na+].[Na+], predict the reaction product. The product is: [CH3:21][O:20][C:17]1[CH:18]=[CH:19][C:14]([N:12]([CH3:13])[C:10]2[C:9]3[C:4](=[CH:5][CH:6]=[C:7]([CH3:22])[CH:8]=3)[N:3]=[C:2]([NH:25][CH3:24])[N:11]=2)=[CH:15][CH:16]=1. (7) Given the reactants C([C:5]1[CH:6]=[C:7]([CH:36]=[C:37]([C:39]([O:41]C)=[O:40])[CH:38]=1)[CH2:8][CH:9]([CH2:13][CH2:14][CH2:15][S:16][C:17]([C:30]1C=CC=CC=1)([C:24]1C=CC=CC=1)[C:18]1C=CC=CC=1)[C:10]([OH:12])=[O:11])(C)(C)C.C([SiH](C(C)C)C(C)C)(C)C.FC(F)(F)C(O)=O, predict the reaction product. The product is: [C:39]([C:37]1[CH:36]=[C:7]([CH2:8][CH:9]([CH2:13][CH2:14][CH2:15][S:16][C:17]([CH3:30])([CH3:24])[CH3:18])[C:10]([OH:12])=[O:11])[CH:6]=[CH:5][CH:38]=1)([OH:41])=[O:40].